From a dataset of Catalyst prediction with 721,799 reactions and 888 catalyst types from USPTO. Predict which catalyst facilitates the given reaction. (1) Reactant: [CH3:1][C@@H:2]1[C@H:6]([CH3:7])[O:5][C:4]([C:8]2[NH:12][C:11]([C:13]3[CH:14]=[C:15]([OH:25])[CH:16]=[C:17]([O:19][C@@H:20]([CH3:24])[CH2:21][O:22][CH3:23])[CH:18]=3)=[CH:10][CH:9]=2)=[N:3]1.Cl[C:27]1[CH:32]=[N:31][C:30]([S:33]([CH3:36])(=[O:35])=[O:34])=[CH:29][N:28]=1.C(=O)([O-])[O-].[Cs+].[Cs+].O. Product: [CH3:1][C@@H:2]1[C@H:6]([CH3:7])[O:5][C:4]([C:8]2[NH:12][C:11]([C:13]3[CH:14]=[C:15]([CH:16]=[C:17]([O:19][C@@H:20]([CH3:24])[CH2:21][O:22][CH3:23])[CH:18]=3)[O:25][C:27]3[CH:32]=[N:31][C:30]([S:33]([CH3:36])(=[O:35])=[O:34])=[CH:29][N:28]=3)=[CH:10][CH:9]=2)=[N:3]1. The catalyst class is: 10. (2) Reactant: [F:1][C:2]1[CH:9]=[C:8]([O:10][CH3:11])[CH:7]=[CH:6][C:3]=1[CH:4]=O.[C:12]([CH:17]=P(C1C=CC=CC=1)(C1C=CC=CC=1)C1C=CC=CC=1)([O:14][CH2:15][CH3:16])=[O:13]. Product: [CH2:15]([O:14][C:12](=[O:13])/[CH:17]=[CH:4]/[C:3]1[CH:6]=[CH:7][C:8]([O:10][CH3:11])=[CH:9][C:2]=1[F:1])[CH3:16]. The catalyst class is: 1. (3) Reactant: [CH3:1][CH:2]([C@H:4]1[CH2:8][C@H:7](OS(C)(=O)=O)[CH2:6][N:5]1[C:14]([O:16][C:17]([CH3:20])([CH3:19])[CH3:18])=[O:15])[CH3:3].[N-:21]=[N+:22]=[N-:23].[Na+]. Product: [N:21]([C@H:7]1[CH2:6][N:5]([C:14]([O:16][C:17]([CH3:20])([CH3:19])[CH3:18])=[O:15])[C@@H:4]([CH:2]([CH3:3])[CH3:1])[CH2:8]1)=[N+:22]=[N-:23]. The catalyst class is: 9. (4) Reactant: C[O:2][C:3](=[O:28])[C:4]1[CH:9]=[C:8]([C:10]2[C:15]([C:16]#[C:17][C:18]3[CH:19]=[N:20][C:21]([NH2:24])=[CH:22][CH:23]=3)=[C:14]([CH3:25])[N:13]=[C:12]([NH2:26])[N:11]=2)[CH:7]=[CH:6][C:5]=1[Cl:27].[Li+].[OH-]. Product: [NH2:26][C:12]1[N:11]=[C:10]([C:8]2[CH:7]=[CH:6][C:5]([Cl:27])=[C:4]([CH:9]=2)[C:3]([OH:28])=[O:2])[C:15]([C:16]#[C:17][C:18]2[CH:19]=[N:20][C:21]([NH2:24])=[CH:22][CH:23]=2)=[C:14]([CH3:25])[N:13]=1. The catalyst class is: 20. (5) Reactant: C([O:3][C:4]([CH:6]1[CH:10]([C:11]([F:14])([F:13])[F:12])[CH2:9][N:8]([C:15]([O:17][C:18]([CH3:21])([CH3:20])[CH3:19])=[O:16])[CH2:7]1)=[O:5])C.[Li+].[OH-].Cl. Product: [C:18]([O:17][C:15]([N:8]1[CH2:9][CH:10]([C:11]([F:14])([F:12])[F:13])[CH:6]([C:4]([OH:5])=[O:3])[CH2:7]1)=[O:16])([CH3:21])([CH3:19])[CH3:20]. The catalyst class is: 569.